This data is from Peptide-MHC class I binding affinity with 185,985 pairs from IEDB/IMGT. The task is: Regression. Given a peptide amino acid sequence and an MHC pseudo amino acid sequence, predict their binding affinity value. This is MHC class I binding data. (1) The peptide sequence is QPTPLSPPLR. The MHC is HLA-A31:01 with pseudo-sequence HLA-A31:01. The binding affinity (normalized) is 0.140. (2) The MHC is HLA-B44:03 with pseudo-sequence HLA-B44:03. The peptide sequence is ADMSKLLNL. The binding affinity (normalized) is 0. (3) The peptide sequence is SRWAISHWL. The MHC is HLA-B83:01 with pseudo-sequence HLA-B83:01. The binding affinity (normalized) is 0.213. (4) The peptide sequence is HHIWQNLL. The MHC is HLA-A31:01 with pseudo-sequence HLA-A31:01. The binding affinity (normalized) is 0.130. (5) The peptide sequence is KSISSMTIR. The MHC is HLA-A03:01 with pseudo-sequence HLA-A03:01. The binding affinity (normalized) is 0.339. (6) The peptide sequence is RQLTKFTDF. The MHC is HLA-B08:01 with pseudo-sequence HLA-B08:01. The binding affinity (normalized) is 0.533. (7) The peptide sequence is YARRYFYPL. The MHC is HLA-B08:02 with pseudo-sequence HLA-B08:02. The binding affinity (normalized) is 0.652.